This data is from Peptide-MHC class I binding affinity with 185,985 pairs from IEDB/IMGT. The task is: Regression. Given a peptide amino acid sequence and an MHC pseudo amino acid sequence, predict their binding affinity value. This is MHC class I binding data. (1) The peptide sequence is TIKRRIRQL. The MHC is HLA-A02:16 with pseudo-sequence HLA-A02:16. The binding affinity (normalized) is 0.0847. (2) The peptide sequence is HFIYHKREK. The MHC is HLA-A25:01 with pseudo-sequence HLA-A25:01. The binding affinity (normalized) is 0.0847. (3) The MHC is HLA-B08:01 with pseudo-sequence HLA-B08:01. The peptide sequence is VFKKRNLTI. The binding affinity (normalized) is 0.600. (4) The peptide sequence is RAWDPQPAM. The MHC is HLA-B07:02 with pseudo-sequence HLA-B07:02. The binding affinity (normalized) is 0.667. (5) The peptide sequence is FPVRPQVPL. The MHC is HLA-B44:03 with pseudo-sequence HLA-B44:03. The binding affinity (normalized) is 0. (6) The peptide sequence is EPGPSGLLI. The MHC is HLA-B57:01 with pseudo-sequence HLA-B57:01. The binding affinity (normalized) is 0.0847. (7) The peptide sequence is TIGTIAGGV. The MHC is HLA-A02:01 with pseudo-sequence HLA-A02:01. The binding affinity (normalized) is 0.386.